This data is from Reaction yield outcomes from USPTO patents with 853,638 reactions. The task is: Predict the reaction yield, written as a fraction of the theoretical maximum amount of product (1.0 means a 100% yield; for example, 0.34 means a 34% yield). (1) The reactants are Br[C:2]1[C:11]2[C:6](=[CH:7][CH:8]=[CH:9][CH:10]=2)[CH:5]=[CH:4][CH:3]=1.[CH:12]1[C:24]2[NH:23][C:22]3[C:17](=[CH:18][CH:19]=[CH:20][CH:21]=3)[C:16]=2[CH:15]=[CH:14][CH:13]=1.C(=O)([O-])[O-].[K+].[K+].C1OCCOCCOCCOCCOCCOC1.Cl. The catalyst is [Cu](I)I.C1OCCOCCOCCOCCOCCOC1.C1(C)C=CC=CC=1.CN1CCCN(C)C1=O. The product is [C:2]1([N:23]2[C:24]3[CH:12]=[CH:13][CH:14]=[CH:15][C:16]=3[C:17]3[C:22]2=[CH:21][CH:20]=[CH:19][CH:18]=3)[C:11]2[C:6](=[CH:7][CH:8]=[CH:9][CH:10]=2)[CH:5]=[CH:4][CH:3]=1. The yield is 0.750. (2) No catalyst specified. The product is [CH:35]([C:18]1[C:13]2[S:12][CH2:11][CH:10]([C:7]3[CH:6]=[CH:5][C:4]([CH:1]([CH3:2])[CH3:3])=[CH:9][CH:8]=3)[C:14]=2[C:15]([CH3:28])=[C:16]([NH:20][C:21](=[O:27])[CH2:22][C:23]([CH3:26])([CH3:25])[CH3:24])[C:17]=1[CH3:19])=[O:37]. The reactants are [CH:1]([C:4]1[CH:9]=[CH:8][C:7]([CH:10]2[C:14]3[C:15]([CH3:28])=[C:16]([NH:20][C:21](=[O:27])[CH2:22][C:23]([CH3:26])([CH3:25])[CH3:24])[C:17]([CH3:19])=[CH:18][C:13]=3[S:12][CH2:11]2)=[CH:6][CH:5]=1)([CH3:3])[CH3:2].CCCCCC.[C:35](OCC)(=[O:37])C. The yield is 0.650.